This data is from Peptide-MHC class I binding affinity with 185,985 pairs from IEDB/IMGT. The task is: Regression. Given a peptide amino acid sequence and an MHC pseudo amino acid sequence, predict their binding affinity value. This is MHC class I binding data. (1) The peptide sequence is ANPGRVKDW. The MHC is HLA-B15:01 with pseudo-sequence HLA-B15:01. The binding affinity (normalized) is 0.0847. (2) The peptide sequence is MPWLDNIVE. The MHC is HLA-A25:01 with pseudo-sequence HLA-A25:01. The binding affinity (normalized) is 0.0847.